This data is from Full USPTO retrosynthesis dataset with 1.9M reactions from patents (1976-2016). The task is: Predict the reactants needed to synthesize the given product. (1) Given the product [F:11][CH:2]([F:1])[S:3][C:4]1[CH:10]=[CH:9][C:7]([NH:8][C:22](=[O:23])[CH2:21][C:17]2[CH:16]=[C:15]3[C:20](=[CH:19][CH:18]=2)[NH:12][CH:13]=[CH:14]3)=[CH:6][CH:5]=1, predict the reactants needed to synthesize it. The reactants are: [F:1][CH:2]([F:11])[S:3][C:4]1[CH:10]=[CH:9][C:7]([NH2:8])=[CH:6][CH:5]=1.[NH:12]1[C:20]2[C:15](=[CH:16][C:17]([CH2:21][C:22](O)=[O:23])=[CH:18][CH:19]=2)[CH:14]=[CH:13]1.N. (2) Given the product [C:10]1([S:16]([O:1][C:2]2[C:7](=[O:8])[CH:6]=[CH:5][O:4][C:3]=2[CH3:9])(=[O:18])=[O:17])[CH:15]=[CH:14][CH:13]=[CH:12][CH:11]=1, predict the reactants needed to synthesize it. The reactants are: [OH:1][C:2]1[C:7](=[O:8])[CH:6]=[CH:5][O:4][C:3]=1[CH3:9].[C:10]1([S:16](Cl)(=[O:18])=[O:17])[CH:15]=[CH:14][CH:13]=[CH:12][CH:11]=1. (3) Given the product [NH2:1][C:2]1[C:3]([O:15][CH3:14])=[N:4][C:5]2[C:10]([N:11]=1)=[CH:9][C:8]([F:12])=[CH:7][CH:6]=2, predict the reactants needed to synthesize it. The reactants are: [NH2:1][C:2]1[C:3](Cl)=[N:4][C:5]2[C:10]([N:11]=1)=[CH:9][C:8]([F:12])=[CH:7][CH:6]=2.[CH3:14][O-:15].[Na+]. (4) Given the product [Cl:1][C:2]1[N:7]=[C:6]([C:8](=[O:10])[CH3:9])[C:5]([F:13])=[CH:4][N:3]=1, predict the reactants needed to synthesize it. The reactants are: [Cl:1][C:2]1[N:7]=[C:6]([C:8]([O:10]CC)=[CH2:9])[C:5]([F:13])=[CH:4][N:3]=1.[OH-].[K+].